Dataset: Forward reaction prediction with 1.9M reactions from USPTO patents (1976-2016). Task: Predict the product of the given reaction. Given the reactants [NH2:1][C:2]1[S:3][C:4]2[C:10](=[O:11])[CH2:9][C:8]([CH3:13])([CH3:12])[CH2:7][C:5]=2[N:6]=1.[CH3:14][C:15](OC(C)=O)=[O:16], predict the reaction product. The product is: [CH3:12][C:8]1([CH3:13])[CH2:7][C:5]2[N:6]=[C:2]([NH:1][C:15](=[O:16])[CH3:14])[S:3][C:4]=2[C:10](=[O:11])[CH2:9]1.